Task: Predict the reactants needed to synthesize the given product.. Dataset: Full USPTO retrosynthesis dataset with 1.9M reactions from patents (1976-2016) (1) Given the product [CH3:1][S:2]([O:5][C:6]1[CH:11]=[CH:10][CH:9]=[C:8]([C:12]2[O:13][C:16]([CH3:17])=[C:15]([CH2:14][Cl:21])[N:19]=2)[CH:7]=1)(=[O:4])=[O:3], predict the reactants needed to synthesize it. The reactants are: [CH3:1][S:2]([O:5][C:6]1[CH:11]=[CH:10][CH:9]=[C:8]([CH:12]=[O:13])[CH:7]=1)(=[O:4])=[O:3].[CH3:14][C:15](=[N:19]O)[C:16](=O)[CH3:17].[ClH:21].C(OCC)(=O)C. (2) Given the product [Br:24][CH2:25][CH2:26][CH2:27][CH2:28][CH2:29][CH2:30][N:9]([CH2:8][C:7]1[CH:20]=[CH:21][CH:22]=[CH:23][C:6]=1[O:5][C:1]([CH3:2])([CH3:3])[CH3:4])[CH2:10][CH2:11][NH:12][C:13](=[O:19])[O:14][C:15]([CH3:16])([CH3:17])[CH3:18], predict the reactants needed to synthesize it. The reactants are: [C:1]([O:5][C:6]1[CH:23]=[CH:22][CH:21]=[CH:20][C:7]=1[CH2:8][NH:9][CH2:10][CH2:11][NH:12][C:13](=[O:19])[O:14][C:15]([CH3:18])([CH3:17])[CH3:16])([CH3:4])([CH3:3])[CH3:2].[Br:24][CH2:25][CH2:26][CH2:27][CH2:28][CH2:29][CH2:30]Br.C([O-])([O-])=O.[K+].[K+]. (3) Given the product [CH:16]([C:15]1[N:12]=[C:11]([N:8]2[CH2:7][CH2:6][C:5](=[O:1])[CH2:10][CH2:9]2)[O:13][N:14]=1)([CH3:18])[CH3:17], predict the reactants needed to synthesize it. The reactants are: [O:1]1[C:5]2([CH2:10][CH2:9][N:8]([C:11]#[N:12])[CH2:7][CH2:6]2)OCC1.[OH:13][NH:14][C:15](=N)[CH:16]([CH3:18])[CH3:17]. (4) The reactants are: FC(F)(F)C([NH:5][C:6]1[CH:11]=[CH:10][C:9]([C:12]2([CH3:16])[CH2:15][CH2:14][CH2:13]2)=[CH:8][C:7]=1[N+:17]([O-:19])=[O:18])=O.CO.C(=O)([O-])[O-].[K+].[K+].O. Given the product [CH3:16][C:12]1([C:9]2[CH:10]=[CH:11][C:6]([NH2:5])=[C:7]([N+:17]([O-:19])=[O:18])[CH:8]=2)[CH2:13][CH2:14][CH2:15]1, predict the reactants needed to synthesize it. (5) Given the product [C:24]([N:32]1[C:36]([CH3:37])([CH3:38])[CH2:35][N:34]([C:2]2[CH:7]=[CH:6][C:5]([C:8]([N:10]3[CH2:15][CH2:14][N:13]([C:16]4[C:21]([CH3:22])=[CH:20][C:19]([CH3:23])=[CH:18][N:17]=4)[CH2:12][CH2:11]3)=[O:9])=[CH:4][CH:3]=2)[C:33]1=[O:39])(=[O:31])[C:25]1[CH:26]=[CH:27][CH:28]=[CH:29][CH:30]=1, predict the reactants needed to synthesize it. The reactants are: Br[C:2]1[CH:7]=[CH:6][C:5]([C:8]([N:10]2[CH2:15][CH2:14][N:13]([C:16]3[C:21]([CH3:22])=[CH:20][C:19]([CH3:23])=[CH:18][N:17]=3)[CH2:12][CH2:11]2)=[O:9])=[CH:4][CH:3]=1.[C:24]([N:32]1[C:36]([CH3:38])([CH3:37])[CH2:35][NH:34][C:33]1=[O:39])(=[O:31])[C:25]1[CH:30]=[CH:29][CH:28]=[CH:27][CH:26]=1. (6) Given the product [Br:1][C:2]1[CH:3]=[C:4]2[C:8](=[CH:9][CH:10]=1)[N:7]([CH2:6][C:16]([O:18][C:19]([CH3:22])([CH3:21])[CH3:20])=[O:17])[N:31]=[C:5]2[C:11](=[O:12])[NH2:13], predict the reactants needed to synthesize it. The reactants are: [Br:1][C:2]1[CH:3]=[C:4]2[C:8](=[CH:9][CH:10]=1)[NH:7][CH:6]=[C:5]2[C:11]([NH2:13])=[O:12].BrC[C:16]([O:18][C:19]([CH3:22])([CH3:21])[CH3:20])=[O:17].C(=O)([O-])[O-].[K+].[K+].C(#[N:31])C.